From a dataset of Experimentally validated miRNA-target interactions with 360,000+ pairs, plus equal number of negative samples. Binary Classification. Given a miRNA mature sequence and a target amino acid sequence, predict their likelihood of interaction. The miRNA is hsa-miR-3665 with sequence AGCAGGUGCGGGGCGGCG. The protein sequence of the target gene is MAELQLDPAMAGLGGGGGSGVGDGGGPVRGPPSPRPAGPTPRGHGRPAAAVAQPLEPGPGPPERAGGGGAARWVRLNVGGTYFVTTRQTLGREPKSFLCRLCCQEDPELDSDKDETGAYLIDRDPTYFGPILNYLRHGKLIITKELAEEGVLEEAEFYNIASLVRLVKERIRDNENRTSQGPVKHVYRVLQCQEEELTQMVSTMSDGWKFEQLISIGSSYNYGNEDQAEFLCVVSRELNNSTNGIVIEPSEKAKILQERGSRM. Result: 1 (interaction).